Dataset: Peptide-MHC class II binding affinity with 134,281 pairs from IEDB. Task: Regression. Given a peptide amino acid sequence and an MHC pseudo amino acid sequence, predict their binding affinity value. This is MHC class II binding data. The peptide sequence is CPFSNRVWNSFQIEE. The MHC is HLA-DQA10102-DQB10501 with pseudo-sequence HLA-DQA10102-DQB10501. The binding affinity (normalized) is 0.429.